Dataset: Forward reaction prediction with 1.9M reactions from USPTO patents (1976-2016). Task: Predict the product of the given reaction. (1) Given the reactants [NH:1]1[C:5](=O)[CH2:4][CH2:3][C:2]1=[O:7].Br[CH2:9][C:10]1[CH:15]=[CH:14][CH:13]=[CH:12][N:11]=1, predict the reaction product. The product is: [N:11]1[CH:12]=[CH:13][CH:14]=[CH:15][C:10]=1[CH2:9][CH:5]1[NH:1][C:2](=[O:7])[CH2:3][CH2:4]1. (2) Given the reactants [NH2:1][C:2]1[CH:7]=[CH:6][C:5]([CH2:8][CH2:9][CH2:10][C:11]2[CH:16]=[CH:15][C:14]([NH:17][C:18]3[CH:26]=[CH:25][CH:24]=[CH:23][C:19]=3[C:20]([OH:22])=[O:21])=[CH:13][CH:12]=2)=[CH:4][CH:3]=1.OS(O)(=O)=O.[CH3:32]O, predict the reaction product. The product is: [CH3:32][O:21][C:20](=[O:22])[C:19]1[CH:23]=[CH:24][CH:25]=[CH:26][C:18]=1[NH:17][C:14]1[CH:15]=[CH:16][C:11]([CH2:10][CH2:9][CH2:8][C:5]2[CH:4]=[CH:3][C:2]([NH2:1])=[CH:7][CH:6]=2)=[CH:12][CH:13]=1. (3) Given the reactants [Br:1][C:2]1[C:3]([N:20]2[CH2:25][CH2:24][CH2:23][C@@H:22]([NH:26][C:27](=[O:33])[O:28][C:29]([CH3:32])([CH3:31])[CH3:30])[CH2:21]2)=[C:4]2[C:10]([NH:11][C:12](=[O:19])[C:13]3[CH:18]=[CH:17][CH:16]=[N:15][CH:14]=3)=[CH:9][NH:8][C:5]2=[N:6][CH:7]=1.[CH3:34][C:35]([O:38][C:39](O[C:39]([O:38][C:35]([CH3:37])([CH3:36])[CH3:34])=[O:40])=[O:40])([CH3:37])[CH3:36].C(N(CC)CC)C.O, predict the reaction product. The product is: [Br:1][C:2]1[C:3]([N:20]2[CH2:25][CH2:24][CH2:23][C@@H:22]([NH:26][C:27]([O:28][C:29]([CH3:30])([CH3:32])[CH3:31])=[O:33])[CH2:21]2)=[C:4]2[C:10]([NH:11][C:12](=[O:19])[C:13]3[CH:18]=[CH:17][CH:16]=[N:15][CH:14]=3)=[CH:9][N:8]([C:39]([O:38][C:35]([CH3:37])([CH3:36])[CH3:34])=[O:40])[C:5]2=[N:6][CH:7]=1.